From a dataset of Catalyst prediction with 721,799 reactions and 888 catalyst types from USPTO. Predict which catalyst facilitates the given reaction. (1) The catalyst class is: 5. Product: [Cl:1][C:2]1[CH:3]=[CH:4][C:5]([CH:8]2[C:17]3=[N:37][NH:38][C:19](=[O:21])[C:15]4[CH:14]=[CH:13][CH:12]=[C:11]([C:16]=43)[NH:10][CH:9]2[C:24]2[CH:25]=[CH:26][C:27]([CH2:30][N:31]([CH2:34][CH3:35])[CH2:32][CH3:33])=[CH:28][CH:29]=2)=[CH:6][CH:7]=1. Reactant: [Cl:1][C:2]1[CH:7]=[CH:6][C:5]([CH:8]2[C:17](=O)[C:16]3[C:15]([C:19]([O:21]CC)=O)=[CH:14][CH:13]=[CH:12][C:11]=3[NH:10][CH:9]2[C:24]2[CH:29]=[CH:28][C:27]([CH2:30][N:31]([CH2:34][CH3:35])[CH2:32][CH3:33])=[CH:26][CH:25]=2)=[CH:4][CH:3]=1.O.[NH2:37][NH2:38]. (2) Reactant: [Cl:1][C:2]1[CH:3]=[C:4]([CH:8]=[CH:9][C:10]=1[OH:11])[C:5]([OH:7])=[O:6].[C:12](=O)([O-])[O-].[K+].[K+].[CH2:18](Br)[CH:19]=[CH2:20]. Product: [CH3:12][O:6][C:5](=[O:7])[C:4]1[CH:8]=[CH:9][C:10]([O:11][CH2:18][CH:19]=[CH2:20])=[C:2]([Cl:1])[CH:3]=1. The catalyst class is: 21. (3) Reactant: Cl[C:2]1[C:11]2[C:6](=[CH:7][C:8]([F:19])=[C:9]([N:12]3[CH2:17][CH2:16][N:15]([CH3:18])[CH2:14][CH2:13]3)[CH:10]=2)[N:5]=[C:4](/[CH:20]=[CH:21]/[C:22]2[O:23][C:24]([N+:27]([O-:29])=[O:28])=[CH:25][CH:26]=2)[N:3]=1.[NH2:30][C:31]1[CH:36]=[CH:35][C:34]([OH:37])=[CH:33][CH:32]=1. Product: [F:19][C:8]1[CH:7]=[C:6]2[C:11]([C:2]([NH:30][C:31]3[CH:36]=[CH:35][C:34]([OH:37])=[CH:33][CH:32]=3)=[N:3][C:4](/[CH:20]=[CH:21]/[C:22]3[O:23][C:24]([N+:27]([O-:29])=[O:28])=[CH:25][CH:26]=3)=[N:5]2)=[CH:10][C:9]=1[N:12]1[CH2:17][CH2:16][N:15]([CH3:18])[CH2:14][CH2:13]1. The catalyst class is: 264. (4) Reactant: [H-].[Na+].[N:3]1[CH:8]=[CH:7][CH:6]=[C:5]([C:9]#[N:10])[CH:4]=1.[NH2:11][C:12]1[CH:17]=[CH:16][CH:15]=[CH:14][CH:13]=1.O. Product: [C:12]1([NH:11][C:9]([C:5]2[CH:4]=[N:3][CH:8]=[CH:7][CH:6]=2)=[NH:10])[CH:17]=[CH:16][CH:15]=[CH:14][CH:13]=1. The catalyst class is: 16.